Dataset: NCI-60 drug combinations with 297,098 pairs across 59 cell lines. Task: Regression. Given two drug SMILES strings and cell line genomic features, predict the synergy score measuring deviation from expected non-interaction effect. (1) Drug 1: CCCCCOC(=O)NC1=NC(=O)N(C=C1F)C2C(C(C(O2)C)O)O. Drug 2: CC1CCCC2(C(O2)CC(NC(=O)CC(C(C(=O)C(C1O)C)(C)C)O)C(=CC3=CSC(=N3)C)C)C. Cell line: COLO 205. Synergy scores: CSS=49.6, Synergy_ZIP=2.18, Synergy_Bliss=0.470, Synergy_Loewe=-0.164, Synergy_HSA=4.50. (2) Drug 1: C1=C(C(=O)NC(=O)N1)N(CCCl)CCCl. Drug 2: C1CN1P(=S)(N2CC2)N3CC3. Cell line: SW-620. Synergy scores: CSS=40.6, Synergy_ZIP=-0.889, Synergy_Bliss=5.67, Synergy_Loewe=-0.651, Synergy_HSA=6.92.